Dataset: Forward reaction prediction with 1.9M reactions from USPTO patents (1976-2016). Task: Predict the product of the given reaction. Given the reactants [C:1]([O:5][C:6](=[O:26])[C:7]([S:10][C:11]1[S:12][CH:13]=[C:14]([CH2:16][CH2:17][NH:18][CH2:19][CH2:20][CH2:21][CH2:22][CH2:23][CH2:24][CH3:25])[N:15]=1)([CH3:9])[CH3:8])([CH3:4])([CH3:3])[CH3:2].F[C:28]1[CH:33]=[CH:32][C:31]([N+:34]([O-:36])=[O:35])=[CH:30][CH:29]=1.C(N(CC)C(C)C)(C)C.O, predict the reaction product. The product is: [C:1]([O:5][C:6](=[O:26])[C:7]([S:10][C:11]1[S:12][CH:13]=[C:14]([CH2:16][CH2:17][N:18]([CH2:19][CH2:20][CH2:21][CH2:22][CH2:23][CH2:24][CH3:25])[C:28]2[CH:33]=[CH:32][C:31]([N+:34]([O-:36])=[O:35])=[CH:30][CH:29]=2)[N:15]=1)([CH3:9])[CH3:8])([CH3:4])([CH3:3])[CH3:2].